From a dataset of CYP2D6 inhibition data for predicting drug metabolism from PubChem BioAssay. Regression/Classification. Given a drug SMILES string, predict its absorption, distribution, metabolism, or excretion properties. Task type varies by dataset: regression for continuous measurements (e.g., permeability, clearance, half-life) or binary classification for categorical outcomes (e.g., BBB penetration, CYP inhibition). Dataset: cyp2d6_veith. (1) The compound is CCC(=Nc1cc(OC)ccc1OC)c1c(O)[nH]c(=O)[nH]c1=O. The result is 0 (non-inhibitor). (2) The molecule is COc1cccc(/C(O)=C2/C(=O)C(=O)N(c3ccccn3)C2c2ccc(OC)c(OC)c2)c1. The result is 0 (non-inhibitor). (3) The compound is Cc1ccc(CNc2nc(N)c([N+](=O)[O-])c(Nc3ccc(F)cc3)n2)cc1. The result is 0 (non-inhibitor). (4) The drug is C=CCN=C1CC(C)(C)CC(=O)/C1=C(/O)CCC(=O)OC. The result is 0 (non-inhibitor).